This data is from Forward reaction prediction with 1.9M reactions from USPTO patents (1976-2016). The task is: Predict the product of the given reaction. (1) Given the reactants [CH3:1][C:2]1[CH:7]=[CH:6][N:5]=[C:4]([NH:8][C:9]2[N:14]=[C:13]([C:15]3[O:19][C:18]([CH:20]=[CH:21][C:22]4[CH:29]=[CH:28][C:25]([C:26]#[N:27])=[CH:24][CH:23]=4)=[N:17][CH:16]=3)[CH:12]=[CH:11][CH:10]=2)[CH:3]=1, predict the reaction product. The product is: [CH3:1][C:2]1[CH:7]=[CH:6][N:5]=[C:4]([NH:8][C:9]2[N:14]=[C:13]([C:15]3[O:19][C:18]([CH2:20][CH2:21][C:22]4[CH:23]=[CH:24][C:25]([C:26]#[N:27])=[CH:28][CH:29]=4)=[N:17][CH:16]=3)[CH:12]=[CH:11][CH:10]=2)[CH:3]=1. (2) The product is: [CH3:1][S:2]([CH2:5][C:6]([CH3:32])([CH3:33])[C@@H:7]([NH:9][C:10]([C:12]1[C:20]2[C:15](=[N:16][CH:17]=[C:18]([CH:21]3[CH2:22][CH2:23]3)[N:19]=2)[NH:14][CH:13]=1)=[O:11])[CH3:8])(=[O:4])=[O:3]. Given the reactants [CH3:1][S:2]([CH2:5][C:6]([CH3:33])([CH3:32])[C@@H:7]([NH:9][C:10]([C:12]1[C:20]2[C:15](=[N:16][CH:17]=[C:18]([CH:21]3[CH2:23][CH2:22]3)[N:19]=2)[N:14](COCC[Si](C)(C)C)[CH:13]=1)=[O:11])[CH3:8])(=[O:4])=[O:3].FC(F)(F)C(O)=O.C([O-])(=O)C.[Na+].O, predict the reaction product. (3) Given the reactants Cl.Cl.[NH2:3][CH2:4][CH2:5][CH2:6][CH2:7][C:8]1[CH:21]=[CH:20][C:11]([O:12][CH2:13][CH2:14][NH:15][CH2:16][C:17]([NH2:19])=[O:18])=[CH:10][CH:9]=1.CCN(C(C)C)C(C)C.I.[NH2:32][C:33]1[C:34]([C:41]([NH:43][C:44](=[NH:47])SC)=[O:42])=[N:35][C:36]([Cl:40])=[C:37]([NH2:39])[N:38]=1, predict the reaction product. The product is: [NH2:32][C:33]1[C:34]([C:41]([N:43]=[C:44]([NH2:47])[NH:3][CH2:4][CH2:5][CH2:6][CH2:7][C:8]2[CH:21]=[CH:20][C:11]([O:12][CH2:13][CH2:14][NH:15][CH2:16][C:17]([NH2:19])=[O:18])=[CH:10][CH:9]=2)=[O:42])=[N:35][C:36]([Cl:40])=[C:37]([NH2:39])[N:38]=1. (4) Given the reactants [Br:1][C:2]1[CH:3]=[C:4]2[C:11]3([N:15]=[C:14]([CH3:16])[C:13](=S)[NH:12]3)[CH2:10][CH2:9][O:8][C:5]2=[CH:6][CH:7]=1.[NH3:18], predict the reaction product. The product is: [Br:1][C:2]1[CH:3]=[C:4]2[C:11]3([N:12]=[C:13]([NH2:18])[C:14]([CH3:16])=[N:15]3)[CH2:10][CH2:9][O:8][C:5]2=[CH:6][CH:7]=1. (5) Given the reactants [CH3:1][O:2][C:3]1[CH:11]=[CH:10][C:6]([C:7](=[S:9])[NH2:8])=[CH:5][CH:4]=1.Br[CH2:13][C:14](=O)[CH2:15][CH2:16][CH2:17][CH2:18][CH2:19][NH:20][C:21](=[O:32])[CH2:22][O:23][CH2:24][C:25]1[CH:30]=[CH:29][C:28]([F:31])=[CH:27][CH:26]=1, predict the reaction product. The product is: [F:31][C:28]1[CH:27]=[CH:26][C:25]([CH2:24][O:23][CH2:22][C:21]([NH:20][CH2:19][CH2:18][CH2:17][CH2:16][CH2:15][C:14]2[N:8]=[C:7]([C:6]3[CH:10]=[CH:11][C:3]([O:2][CH3:1])=[CH:4][CH:5]=3)[S:9][CH:13]=2)=[O:32])=[CH:30][CH:29]=1. (6) The product is: [Cl:23][C:4]1[CH:3]=[C:2]([C:29]2[N:25]([CH3:24])[N:26]=[N:27][CH:28]=2)[C:7]([O:8][CH3:9])=[CH:6][C:5]=1[NH:10][C:11]1[N:16]=[C:15]([NH:17][CH3:18])[C:14]([C:19]([F:22])([F:21])[F:20])=[CH:13][N:12]=1. Given the reactants Br[C:2]1[C:7]([O:8][CH3:9])=[CH:6][C:5]([NH:10][C:11]2[N:16]=[C:15]([NH:17][CH3:18])[C:14]([C:19]([F:22])([F:21])[F:20])=[CH:13][N:12]=2)=[C:4]([Cl:23])[CH:3]=1.[CH3:24][N:25]1[C:29]([Sn](CCCC)(CCCC)CCCC)=[CH:28][N:27]=[N:26]1, predict the reaction product. (7) Given the reactants [C:1]([C:5]1[N:10]=[C:9]([O:11][CH2:12][CH3:13])[C:8]([C:14]2[N:15]([C:35](Cl)=[O:36])[C@@:16]([C:28]3[CH:33]=[CH:32][C:31]([Cl:34])=[CH:30][CH:29]=3)([CH3:27])[C@@:17]([C:20]3[CH:25]=[CH:24][C:23]([Cl:26])=[CH:22][CH:21]=3)([CH3:19])[N:18]=2)=[CH:7][N:6]=1)([CH3:4])([CH3:3])[CH3:2].Cl.Cl.[N:40]1([CH2:46][CH2:47][CH2:48][S:49]([NH2:52])(=[O:51])=[O:50])[CH2:45][CH2:44][NH:43][CH2:42][CH2:41]1, predict the reaction product. The product is: [C:1]([C:5]1[N:10]=[C:9]([O:11][CH2:12][CH3:13])[C:8]([C:14]2[N:15]([C:35]([N:43]3[CH2:44][CH2:45][N:40]([CH2:46][CH2:47][CH2:48][S:49]([NH2:52])(=[O:51])=[O:50])[CH2:41][CH2:42]3)=[O:36])[C@@:16]([C:28]3[CH:29]=[CH:30][C:31]([Cl:34])=[CH:32][CH:33]=3)([CH3:27])[C@@:17]([C:20]3[CH:25]=[CH:24][C:23]([Cl:26])=[CH:22][CH:21]=3)([CH3:19])[N:18]=2)=[CH:7][N:6]=1)([CH3:3])([CH3:2])[CH3:4]. (8) Given the reactants [NH:1]1[CH2:4][CH:3]([C:5]2[N:14]([CH3:15])[C:13](=[O:16])[C:12]3[C:7](=[CH:8][C:9]([C:17]#[C:18][C:19]4[CH:24]=[CH:23][CH:22]=[CH:21][N:20]=4)=[CH:10][CH:11]=3)[N:6]=2)[CH2:2]1.Br[CH2:26][C:27]#[N:28].C([O-])([O-])=O.[K+].[K+].CC#N, predict the reaction product. The product is: [CH3:15][N:14]1[C:13](=[O:16])[C:12]2[C:7](=[CH:8][C:9]([C:17]#[C:18][C:19]3[CH:24]=[CH:23][CH:22]=[CH:21][N:20]=3)=[CH:10][CH:11]=2)[N:6]=[C:5]1[CH:3]1[CH2:2][N:1]([CH2:26][C:27]#[N:28])[CH2:4]1. (9) The product is: [CH3:26][N:24]([CH3:25])[CH2:23][CH:22]([O:21][C:15]1[C:16]([C:19]#[N:20])=[N:17][CH:18]=[C:13]([NH:12][C:2]2[N:3]=[CH:4][C:5]3[C:10]([CH:11]=2)=[CH:9][CH:8]=[CH:7][CH:6]=3)[N:14]=1)[CH3:27]. Given the reactants Cl[C:2]1[N:3]=[CH:4][C:5]2[C:10]([CH:11]=1)=[CH:9][CH:8]=[CH:7][CH:6]=2.[NH2:12][C:13]1[N:14]=[C:15]([O:21][CH:22]([CH3:27])[CH2:23][N:24]([CH3:26])[CH3:25])[C:16]([C:19]#[N:20])=[N:17][CH:18]=1.CC(C)([O-])C.[Na+].CC1C=CC(S(O)(=O)=O)=CC=1, predict the reaction product. (10) Given the reactants [CH3:1][O:2][C:3]1[C:4]([CH2:12][N:13]([CH3:15])[CH3:14])=[C:5]2[C:9](=[CH:10][CH:11]=1)[NH:8][CH:7]=[CH:6]2.[CH3:16]N(C=O)C.[Cl:21][C:22]1[CH:27]=[CH:26][C:25](C)=[CH:24][C:23]=1[S:29](Cl)(=[O:31])=[O:30], predict the reaction product. The product is: [Cl:21][C:22]1[CH:27]=[CH:26][CH:25]=[C:24]([CH3:16])[C:23]=1[S:29]([N:8]1[C:9]2[C:5](=[C:4]([CH2:12][N:13]([CH3:14])[CH3:15])[C:3]([O:2][CH3:1])=[CH:11][CH:10]=2)[CH:6]=[CH:7]1)(=[O:30])=[O:31].